Dataset: Forward reaction prediction with 1.9M reactions from USPTO patents (1976-2016). Task: Predict the product of the given reaction. The product is: [CH3:24][S:21]([C:18]1[CH:19]=[CH:20][C:15]([CH2:14][N:7]2[C:8]3[C:13](=[CH:12][CH:11]=[CH:10][CH:9]=3)[C:5]([CH2:4][C:3]([OH:30])=[O:2])=[C:6]2[CH3:29])=[C:16]([C:25]([F:28])([F:27])[F:26])[CH:17]=1)(=[O:23])=[O:22]. Given the reactants C[O:2][C:3](=[O:30])[CH2:4][C:5]1[C:13]2[C:8](=[CH:9][CH:10]=[CH:11][CH:12]=2)[N:7]([CH2:14][C:15]2[CH:20]=[CH:19][C:18]([S:21]([CH3:24])(=[O:23])=[O:22])=[CH:17][C:16]=2[C:25]([F:28])([F:27])[F:26])[C:6]=1[CH3:29].C1COCC1.[OH-].[Na+], predict the reaction product.